This data is from Peptide-MHC class II binding affinity with 134,281 pairs from IEDB. The task is: Regression. Given a peptide amino acid sequence and an MHC pseudo amino acid sequence, predict their binding affinity value. This is MHC class II binding data. The peptide sequence is QMATTLPVQRHPRSL. The MHC is HLA-DQA10201-DQB10202 with pseudo-sequence HLA-DQA10201-DQB10202. The binding affinity (normalized) is 0.247.